This data is from Orexin1 receptor HTS with 218,158 compounds and 233 confirmed actives. The task is: Binary Classification. Given a drug SMILES string, predict its activity (active/inactive) in a high-throughput screening assay against a specified biological target. (1) The compound is O1C(CCC1)CNC(=O)c1cc(OC)c(OCc2ccccc2)cc1. The result is 0 (inactive). (2) The compound is S1(=O)(=O)N(CCC(=O)Nc2c(OC)cc(OC)cc2)C(=O)c2c1cccc2. The result is 0 (inactive).